The task is: Predict the reactants needed to synthesize the given product.. This data is from Full USPTO retrosynthesis dataset with 1.9M reactions from patents (1976-2016). The reactants are: [CH3:1][O:2][C:3]1[CH:10]=[CH:9][C:6]([C:7]#[N:8])=[CH:5][CH:4]=1.CC(C)([O-])C.[K+].[C:17](#[N:20])[CH2:18][CH3:19].C1(C)C=CC=CC=1. Given the product [NH2:8][C:7]([C:6]1[CH:9]=[CH:10][C:3]([O:2][CH3:1])=[CH:4][CH:5]=1)=[C:18]([CH3:19])[C:17]#[N:20], predict the reactants needed to synthesize it.